This data is from Peptide-MHC class I binding affinity with 185,985 pairs from IEDB/IMGT. The task is: Regression. Given a peptide amino acid sequence and an MHC pseudo amino acid sequence, predict their binding affinity value. This is MHC class I binding data. (1) The peptide sequence is DLDKVYEILK. The MHC is HLA-A03:01 with pseudo-sequence HLA-A03:01. The binding affinity (normalized) is 0.250. (2) The peptide sequence is YYFSYPLFV. The MHC is HLA-A80:01 with pseudo-sequence HLA-A80:01. The binding affinity (normalized) is 0.0847. (3) The peptide sequence is YAAVVPLVY. The MHC is HLA-B58:01 with pseudo-sequence HLA-B58:01. The binding affinity (normalized) is 0.951. (4) The peptide sequence is NQQVTNSKY. The MHC is HLA-B08:02 with pseudo-sequence HLA-B08:02. The binding affinity (normalized) is 0.0847. (5) The peptide sequence is SATKRWGFR. The MHC is HLA-A11:01 with pseudo-sequence HLA-A11:01. The binding affinity (normalized) is 0. (6) The peptide sequence is ELADTSLSGY. The MHC is HLA-A01:01 with pseudo-sequence HLA-A01:01. The binding affinity (normalized) is 0.603. (7) The peptide sequence is KRLTARGLL. The MHC is HLA-B27:05 with pseudo-sequence HLA-B27:05. The binding affinity (normalized) is 0.644.